Dataset: Catalyst prediction with 721,799 reactions and 888 catalyst types from USPTO. Task: Predict which catalyst facilitates the given reaction. (1) Reactant: [C:1]([C@H:3]1[CH2:7][N:6]([CH2:8][C:9]2[CH:14]=[CH:13][CH:12]=[CH:11][CH:10]=2)[CH2:5][C@H:4]1[C:15]([OH:17])=O)#[N:2].C[N:19]1CCOCC1.ClC(OCC(C)C)=O. Product: [C:1]([C@@H:3]1[CH2:7][N:6]([CH2:8][C:9]2[CH:14]=[CH:13][CH:12]=[CH:11][CH:10]=2)[CH2:5][C@@H:4]1[C:15]([NH2:19])=[O:17])#[N:2]. The catalyst class is: 1. (2) Reactant: [F:1][C:2]1[C:7]([F:8])=[CH:6][CH:5]=[CH:4][C:3]=1[NH:9][C:10](=[O:21])[CH2:11][NH:12][NH:13]C(OC(C)(C)C)=O.[CH3:22][S:23]([OH:26])(=[O:25])=[O:24]. Product: [CH3:22][S:23]([O-:26])(=[O:25])=[O:24].[CH3:22][S:23]([O-:26])(=[O:25])=[O:24].[F:1][C:2]1[C:7]([F:8])=[CH:6][CH:5]=[CH:4][C:3]=1[NH:9][C:10](=[O:21])[CH2:11][NH2+:12][NH2:13].[F:1][C:2]1[C:7]([F:8])=[CH:6][CH:5]=[CH:4][C:3]=1[NH:9][C:10](=[O:21])[CH2:11][NH2+:12][NH2:13]. The catalyst class is: 13. (3) Reactant: [Br:1][C:2]1[CH:3]=[C:4]([CH:9]([CH:11]2[CH2:13][CH2:12]2)O)[CH:5]=[C:6]([Cl:8])[CH:7]=1.C([SiH](CC)CC)C.C([O-])(O)=O.[Na+]. Product: [Br:1][C:2]1[CH:3]=[C:4]([CH2:9][CH:11]2[CH2:13][CH2:12]2)[CH:5]=[C:6]([Cl:8])[CH:7]=1. The catalyst class is: 2. (4) Reactant: C(O[C:6](=[O:32])[NH:7][CH2:8][CH2:9][N:10]1[CH2:19][CH2:18][C:17]2[C:12](=[CH:13][C:14]([O:22][CH3:23])=[C:15]([O:20][CH3:21])[CH:16]=2)[CH:11]1[CH2:24][C:25]1[CH:30]=[CH:29][C:28]([F:31])=[CH:27][CH:26]=1)(C)(C)C.Cl.C1N=CN(C(N2C=NC=C2)=O)C=1.[NH2:46][C:47]1[C:56]2[C:51](=[N:52][C:53]([CH3:57])=[CH:54][CH:55]=2)[N:50]=[CH:49][CH:48]=1.C[Si]([N-][Si](C)(C)C)(C)C.[Na+]. Product: [F:31][C:28]1[CH:29]=[CH:30][C:25]([CH2:24][CH:11]2[C:12]3[C:17](=[CH:16][C:15]([O:20][CH3:21])=[C:14]([O:22][CH3:23])[CH:13]=3)[CH2:18][CH2:19][N:10]2[CH2:9][CH2:8][NH:7][C:6]([NH:46][C:47]2[C:56]3[C:51](=[N:52][C:53]([CH3:57])=[CH:54][CH:55]=3)[N:50]=[CH:49][CH:48]=2)=[O:32])=[CH:26][CH:27]=1. The catalyst class is: 313.